This data is from Experimentally validated miRNA-target interactions with 360,000+ pairs, plus equal number of negative samples. The task is: Binary Classification. Given a miRNA mature sequence and a target amino acid sequence, predict their likelihood of interaction. (1) The miRNA is hsa-miR-2682-5p with sequence CAGGCAGUGACUGUUCAGACGUC. The protein sequence of the target gene is MERDERPPSGGGGGGGSAGFLEPPAALPPPPRNGFCQDELAELDPGTNGETDSLTLGQGHIPVSVPDDRAEQRTCLICGDRATGLHYGIISCEGCKGFFKRSICNKRVYRCSRDKNCVMSRKQRNRCQYCRLLKCLQMGMNRKAIREDGMPGGRNKSIGPVQISEEEIERIMSGQEFEEEANHWSNHGDSDHSSPGNRASESNQPSPGSTLSSSRSVELNGFMAFRDQYMGMSVPPHYQYIPHLFSYSGHSPLLPPQARSLDPQSYSLIHQLMSAEDLEPLGTPMLIEDGYAVTQAELFA.... Result: 0 (no interaction). (2) The miRNA is hsa-miR-8485 with sequence CACACACACACACACACGUAU. The protein sequence of the target gene is MVQPQTSKAESPALAASPNAQMDDVIDTLTSLRLTNSALRREASTLRAEKANLTNMLESVMAELTLLRTRARIPGALQITPPISSITSNGTRPMTTPPTSLPEPFSGDPGRLAGFLMQMDRFMIFQASRFPGEAERVAFLVSRLTGEAEKWAIPHMQPDSPLRNNYQGFLAELRRTYKSPLRHARRAQIRKTSASNRAVRERQMLCRQLASAGTGPCPVHPASNGTSPAPALPARARNL. Result: 1 (interaction). (3) The miRNA is hsa-miR-107 with sequence AGCAGCAUUGUACAGGGCUAUCA. The protein sequence of the target gene is MSPARRCRGMRAAVAASVGLSEGPAGSRSGRLFRPPSPAPAAPGARLLRLPGSGAVQAASPERAGWTEALRAAVAELRAGAVVAVPTDTLYGLACAASCSAALRAVYRLKGRSEAKPLAVCLGRVADVYRYCRVRVPEGLLKDLLPGPVTLVMERSEELNKDLNPFTPLVGIRIPDHAFMQDLAQMFEGPLALTSANLSSQASSLNVEEFQDLWPQLSLVIDGGQIGDGQSPECRLGSTVVDLSVPGKFGIIRPGCALESTTAILQQKYGLLPSHASYL. Result: 1 (interaction). (4) The miRNA is hsa-miR-4289 with sequence GCAUUGUGCAGGGCUAUCA. The protein sequence of the target gene is MIDRQRMGLWALAILTLPMYLTVTEGSKSSWGLENEALIVRCPQRGRSTYPVEWYYSDTNESIPTQKRNRIFVSRDRLKFLPARVEDSGIYACVIRSPNLNKTGYLNVTIHKKPPSCNIPDYLMYSTVRGSDKNFKITCPTIDLYNWTAPVQWFKNCKALQEPRFRAHRSYLFIDNVTHDDEGDYTCQFTHAENGTNYIVTATRSFTVEEKGFSMFPVITNPPYNHTMEVEIGKPASIACSACFGKGSHFLADVLWQINKTVVGNFGEARIQEEEGRNESSSNDMDCLTSVLRITGVTEK.... Result: 0 (no interaction).